The task is: Predict the product of the given reaction.. This data is from Forward reaction prediction with 1.9M reactions from USPTO patents (1976-2016). Given the reactants [C:1]1(=[O:14])[C:6]2[S:7][C:8]3[CH2:13][CH2:12][CH2:11][CH2:10][C:9]=3[C:5]=2[CH2:4][CH2:3][NH:2]1.[C:15]([O:18][CH2:19][C:20]1[C:25]([Br:26])=[CH:24][C:23]([F:27])=[CH:22][C:21]=1Br)(=[O:17])[CH3:16].CC1(C)C2C(=C(P(C3C=CC=CC=3)C3C=CC=CC=3)C=CC=2)OC2C(P(C3C=CC=CC=3)C3C=CC=CC=3)=CC=CC1=2.C([O-])([O-])=O.[Cs+].[Cs+], predict the reaction product. The product is: [C:15]([O:18][CH2:19][C:20]1[C:21]([N:2]2[CH2:3][CH2:4][C:5]3[C:9]4[CH2:10][CH2:11][CH2:12][CH2:13][C:8]=4[S:7][C:6]=3[C:1]2=[O:14])=[CH:22][C:23]([F:27])=[CH:24][C:25]=1[Br:26])(=[O:17])[CH3:16].